Dataset: Cav3 T-type calcium channel HTS with 100,875 compounds. Task: Binary Classification. Given a drug SMILES string, predict its activity (active/inactive) in a high-throughput screening assay against a specified biological target. (1) The drug is O1c2cc(CNC(=O)Cn3c(=O)c4c(cc3)c(OCC(OCC)=O)ccc4)ccc2OC1. The result is 0 (inactive). (2) The molecule is S1\C(N(CC(=O)NC23CC4CC(C2)CC(C3)C4)C(=O)C1)=C/C(OCC)=O. The result is 0 (inactive). (3) The compound is Clc1ccc(C(=O)CSc2oc(nn2)CNC(=O)c2sccc2)cc1. The result is 0 (inactive). (4) The compound is S(c1[nH]c2nc(cc(c2c(=O)n1)C)C)CC(=O)NCc1ccccc1. The result is 0 (inactive). (5) The compound is s1c(N2C3=C(C(C(=C2N)C#N)c2ccc(OCC)cc2)C(=O)CCC3)c(c2c1CCCC2)C#N. The result is 0 (inactive). (6) The drug is S(CC(=O)N1CCOCC1)CC(=O)Nc1ccc(cc1)C. The result is 0 (inactive).